From a dataset of Forward reaction prediction with 1.9M reactions from USPTO patents (1976-2016). Predict the product of the given reaction. (1) Given the reactants [C:1]([N:8]1[CH2:13][CH2:12][CH:11]([CH2:14][OH:15])[CH2:10][CH2:9]1)([O:3][C:4]([CH3:7])([CH3:6])[CH3:5])=[O:2].[H-].[Na+].CN(C=O)C.[Br:23][C:24]1[CH:29]=[C:28](Cl)[C:27]([N+:31]([O-:33])=[O:32])=[CH:26][N:25]=1, predict the reaction product. The product is: [Br:23][C:24]1[CH:29]=[C:28]([O:15][CH2:14][CH:11]2[CH2:12][CH2:13][N:8]([C:1]([O:3][C:4]([CH3:7])([CH3:6])[CH3:5])=[O:2])[CH2:9][CH2:10]2)[C:27]([N+:31]([O-:33])=[O:32])=[CH:26][N:25]=1. (2) The product is: [Br:16][C:17]1[C:18]([O:15][CH2:14][C@H:12]2[CH2:13][C@@H:11]2[C:8]2[CH:7]=[CH:6][C:5]([O:4][CH3:3])=[CH:10][N:9]=2)=[N:19][C:20]([CH3:25])=[N:21][CH:22]=1. Given the reactants [H-].[Na+].[CH3:3][O:4][C:5]1[CH:6]=[CH:7][C:8]([C@H:11]2[CH2:13][C@@H:12]2[CH2:14][OH:15])=[N:9][CH:10]=1.[Br:16][C:17]1[C:18](Cl)=[N:19][C:20](Cl)=[N:21][CH:22]=1.[CH2:25]1COCC1, predict the reaction product. (3) The product is: [CH2:2]([OH:88])[C@H:3]1[O:8][C@@H:7]2[O:9][C@H:10]3[C@H:15]([OH:16])[C@@H:14]([OH:17])[C@@H:13]([O:18][C@H:19]4[C@H:24]([OH:25])[C@@H:23]([OH:26])[C@@H:22]([O:27][C@H:28]5[C@H:33]([OH:34])[C@@H:32]([OH:35])[CH:31]([O:36][CH:37]6[C@H:42]([OH:43])[C@@H:41]([OH:44])[CH:40]([CH:45]7[C@H:50]([OH:51])[C@@H:49]([OH:52])[CH:48]([O:53][C@H:54]8[C@H:59]([OH:60])[C@@H:58]([OH:61])[C@@H:57]([O:62][C@H:63]9[C@H:69]([OH:70])[C@@H:68]([OH:71])[C@@H:66]([O:67][C@H:4]1[C@H:5]([OH:87])[C@H:6]2[OH:86])[O:65][C@@H:64]9[CH2:72][OH:73])[O:56][C@@H:55]8[CH2:74][OH:75])[O:47][C@@H:46]7[CH2:76][OH:77])[O:39][C@@H:38]6[CH2:78][OH:79])[O:30][C@@H:29]5[CH2:80][OH:81])[O:21][C@@H:20]4[CH2:82][OH:83])[O:12][C@@H:11]3[CH2:84][OH:85].[Zr:1]. Given the reactants [Zr:1].[CH2:2]([OH:88])[C@H:3]1[O:8][C@@H:7]2[O:9][C@H:10]3[C@H:15]([OH:16])[C@@H:14]([OH:17])[C@@H:13]([O:18][C@H:19]4[C@H:24]([OH:25])[C@@H:23]([OH:26])[C@@H:22]([O:27][C@H:28]5[C@H:33]([OH:34])[C@@H:32]([OH:35])[CH:31]([O:36][CH:37]6[C@H:42]([OH:43])[C@@H:41]([OH:44])[CH:40]([CH:45]7[C@H:50]([OH:51])[C@@H:49]([OH:52])[CH:48]([O:53][C@H:54]8[C@H:59]([OH:60])[C@@H:58]([OH:61])[C@@H:57]([O:62][C@H:63]9[C@H:69]([OH:70])[C@@H:68]([OH:71])[C@@H:66]([O:67][C@H:4]1[C@H:5]([OH:87])[C@H:6]2[OH:86])[O:65][C@@H:64]9[CH2:72][OH:73])[O:56][C@@H:55]8[CH2:74][OH:75])[O:47][C@@H:46]7[CH2:76][OH:77])[O:39][C@@H:38]6[CH2:78][OH:79])[O:30][C@@H:29]5[CH2:80][OH:81])[O:21][C@@H:20]4[CH2:82][OH:83])[O:12][C@@H:11]3[CH2:84][OH:85], predict the reaction product. (4) Given the reactants [Br:1][C:2]1[S:3][C:4]([C:7]([OH:9])=O)=[CH:5][N:6]=1.[NH:10]1[C:18]2[C:13](=[CH:14][CH:15]=[CH:16][N:17]=2)[CH:12]=[CH:11]1.[Cl-].[Cl-].[Cl-].[Al+3], predict the reaction product. The product is: [Br:1][C:2]1[S:3][C:4]([C:7]([C:12]2[C:13]3[C:18](=[N:17][CH:16]=[CH:15][CH:14]=3)[NH:10][CH:11]=2)=[O:9])=[CH:5][N:6]=1. (5) Given the reactants [C:1]([C:5]1[CH:10]=[CH:9][C:8]([C:11]2[C:16]([CH3:17])=[CH:15][C:14]([O:18][CH:19]([C:21]3[S:25][C:24]([C:26](O)=[O:27])=[CH:23][CH:22]=3)[CH3:20])=[CH:13][C:12]=2[CH3:29])=[CH:7][CH:6]=1)([CH3:4])([CH3:3])[CH3:2].Cl.[CH3:31][O:32][C:33](=[O:37])[CH2:34][CH2:35][NH2:36].O.ON1C2C=CC=CC=2N=N1.C(N(CC)C(C)C)(C)C.Cl.CN(C)CCCN=C=NCC, predict the reaction product. The product is: [CH3:31][O:32][C:33](=[O:37])[CH2:34][CH2:35][NH:36][C:26]([C:24]1[S:25][C:21]([CH:19]([O:18][C:14]2[CH:13]=[C:12]([CH3:29])[C:11]([C:8]3[CH:7]=[CH:6][C:5]([C:1]([CH3:3])([CH3:4])[CH3:2])=[CH:10][CH:9]=3)=[C:16]([CH3:17])[CH:15]=2)[CH3:20])=[CH:22][CH:23]=1)=[O:27]. (6) Given the reactants [CH2:1]([N:3]1[C:7]2=[N:8][CH:9]=[N:10][C:11]([NH2:12])=[C:6]2[C:5]([NH:13][C:14]2[CH:19]=[CH:18][CH:17]=[CH:16][CH:15]=2)=[N:4]1)[CH3:2].[C:20](=O)([O-])[O-].[K+].[K+].CI, predict the reaction product. The product is: [CH2:1]([N:3]1[C:7]2=[N:8][CH:9]=[N:10][C:11]([NH2:12])=[C:6]2[C:5]([N:13]([CH3:20])[C:14]2[CH:19]=[CH:18][CH:17]=[CH:16][CH:15]=2)=[N:4]1)[CH3:2]. (7) Given the reactants [CH3:1][C:2]([C:15]1[CH:20]=[CH:19][CH:18]=[CH:17][CH:16]=1)=[CH:3][C:4]1[CH:5]=[C:6]([OH:14])[C:7]([CH:11]([CH3:13])[CH3:12])=[C:8]([OH:10])[CH:9]=1.C(N([CH2:26][CH3:27])CC)C.[C:28](Cl)(=[O:30])[CH3:29].[OH2:32], predict the reaction product. The product is: [C:28]([O:10][C:8]1[CH:9]=[C:4]([CH:3]=[C:2]([CH3:1])[C:15]2[CH:16]=[CH:17][CH:18]=[CH:19][CH:20]=2)[CH:5]=[C:6]([O:14][C:26](=[O:32])[CH3:27])[C:7]=1[CH:11]([CH3:13])[CH3:12])(=[O:30])[CH3:29].